This data is from Catalyst prediction with 721,799 reactions and 888 catalyst types from USPTO. The task is: Predict which catalyst facilitates the given reaction. (1) Reactant: [CH:1]1([NH:7][C:8]2[C:13]([C:14]([O:16]CC)=[O:15])=[CH:12][N:11]=[C:10]3[N:19]([CH2:22][O:23][CH2:24][CH2:25][Si:26]([CH3:29])([CH3:28])[CH3:27])[CH:20]=[CH:21][C:9]=23)[CH2:6][CH2:5][CH2:4][CH2:3][CH2:2]1.[OH-].[Na+].CCO. Product: [CH:1]1([NH:7][C:8]2[C:13]([C:14]([OH:16])=[O:15])=[CH:12][N:11]=[C:10]3[N:19]([CH2:22][O:23][CH2:24][CH2:25][Si:26]([CH3:29])([CH3:28])[CH3:27])[CH:20]=[CH:21][C:9]=23)[CH2:6][CH2:5][CH2:4][CH2:3][CH2:2]1. The catalyst class is: 12. (2) Reactant: [C:1]([O:5][C:6]([N:8]1[CH2:13][C@@H:12]([N:14]([C:19]([C:21]2[C:22]([NH:31][CH2:32][CH2:33][CH2:34][O:35][CH3:36])=[N:23][C:24]([C:27]([CH3:30])([CH3:29])[CH3:28])=[N:25][CH:26]=2)=[O:20])[CH2:15][CH:16]([CH3:18])[CH3:17])[CH2:11][C@@H:10]([C:37]([OH:39])=O)[CH2:9]1)=[O:7])([CH3:4])([CH3:3])[CH3:2].[CH3:40][O:41][CH2:42][C@H:43]1[CH2:47][CH2:46][CH2:45][NH:44]1.C1C=CC2N(O)N=NC=2C=1.CCN=C=NCCCN(C)C.Cl. Product: [C:27]([C:24]1[N:23]=[C:22]([NH:31][CH2:32][CH2:33][CH2:34][O:35][CH3:36])[C:21]([C:19]([N:14]([CH2:15][CH:16]([CH3:17])[CH3:18])[C@H:12]2[CH2:11][C@@H:10]([C:37]([N:44]3[CH2:45][CH2:46][CH2:47][C@@H:43]3[CH2:42][O:41][CH3:40])=[O:39])[CH2:9][N:8]([C:6]([O:5][C:1]([CH3:4])([CH3:2])[CH3:3])=[O:7])[CH2:13]2)=[O:20])=[CH:26][N:25]=1)([CH3:29])([CH3:28])[CH3:30]. The catalyst class is: 338.